From a dataset of Catalyst prediction with 721,799 reactions and 888 catalyst types from USPTO. Predict which catalyst facilitates the given reaction. (1) Reactant: [C:1]([O:5][C@@H:6]([C:12]1[C:21]([CH:22]=[CH2:23])=[CH:20][C:19]2[C:14](=[CH:15][CH:16]=[CH:17][CH:18]=2)[C:13]=1[C:24]1[CH:29]=[CH:28][C:27]([Cl:30])=[CH:26][CH:25]=1)[C:7]([O:9]CC)=[O:8])([CH3:4])([CH3:3])[CH3:2].[OH-].[Na+].CC(O)=O. Product: [C:1]([O:5][C@@H:6]([C:12]1[C:21]([CH:22]=[CH2:23])=[CH:20][C:19]2[C:14](=[CH:15][CH:16]=[CH:17][CH:18]=2)[C:13]=1[C:24]1[CH:29]=[CH:28][C:27]([Cl:30])=[CH:26][CH:25]=1)[C:7]([OH:9])=[O:8])([CH3:2])([CH3:3])[CH3:4]. The catalyst class is: 36. (2) Reactant: [C:1]([C:5]1[CH:10]=[CH:9][C:8]([S:11]([NH:14][C:15]2[CH:19]=[CH:18][S:17][C:16]=2[C:20]([O:22]C)=[O:21])(=[O:13])=[O:12])=[C:7]([C:24]#[N:25])[CH:6]=1)([CH3:4])([CH3:3])[CH3:2].[OH-].[Li+]. Product: [C:1]([C:5]1[CH:10]=[CH:9][C:8]([S:11]([NH:14][C:15]2[CH:19]=[CH:18][S:17][C:16]=2[C:20]([OH:22])=[O:21])(=[O:13])=[O:12])=[C:7]([C:24]#[N:25])[CH:6]=1)([CH3:4])([CH3:2])[CH3:3]. The catalyst class is: 83. (3) Reactant: C[O:2][C:3]([C:5]1[CH:14]=[C:13]2[C:8]([CH:9]=[CH:10][C:11]([C:15]([F:18])([F:17])[F:16])=[N:12]2)=[C:7]([CH3:19])[C:6]=1[N+:20]([O-:22])=[O:21])=[O:4].O.[OH-].[Li+].C(OCC)(=O)C.Cl. Product: [CH3:19][C:7]1[C:6]([N+:20]([O-:22])=[O:21])=[C:5]([C:3]([OH:4])=[O:2])[CH:14]=[C:13]2[C:8]=1[CH:9]=[CH:10][C:11]([C:15]([F:17])([F:16])[F:18])=[N:12]2. The catalyst class is: 24. (4) Reactant: [N:1]1[C:8]([Cl:9])=[N:7][C:5](Cl)=[N:4][C:2]=1[Cl:3].CC#N.[C:13]1([C@@H:19]([CH3:22])[CH2:20][NH2:21])[CH:18]=[CH:17][CH:16]=[CH:15][CH:14]=1.[OH-].[Na+]. Product: [Cl:9][C:8]1[N:1]=[C:2]([Cl:3])[N:4]=[C:5]([NH:21][CH2:20][C@@H:19]([C:13]2[CH:18]=[CH:17][CH:16]=[CH:15][CH:14]=2)[CH3:22])[N:7]=1. The catalyst class is: 20. (5) Reactant: [F:1][C:2]1[CH:3]=[C:4]([CH:18]=[CH:19][C:20]=1[F:21])[CH2:5][N:6]1[C:11](=[O:12])[C:10]([C:13]([O:15]CC)=[O:14])=[CH:9][N:8]=[CH:7]1.[OH-].[Na+]. Product: [F:1][C:2]1[CH:3]=[C:4]([CH:18]=[CH:19][C:20]=1[F:21])[CH2:5][N:6]1[C:11](=[O:12])[C:10]([C:13]([OH:15])=[O:14])=[CH:9][N:8]=[CH:7]1. The catalyst class is: 5. (6) Reactant: [N+](C1C=CC=CC=1S([N:13]([CH2:33][C:34]1[CH:39]=[CH:38][CH:37]=[CH:36][N:35]=1)[CH2:14][C:15]1[CH:20]=[CH:19][C:18]([CH2:21][NH:22][CH:23]2[C:32]3[N:31]=[CH:30][CH:29]=[CH:28][C:27]=3[CH2:26][CH2:25][CH2:24]2)=[CH:17][CH:16]=1)(=O)=O)([O-])=O.[CH2:40]([N:47]=[C:48]=[O:49])[C:41]1[CH:46]=[CH:45][CH:44]=[CH:43][CH:42]=1. Product: [CH2:40]([NH:47][C:48](=[O:49])[N:22]([CH2:21][C:18]1[CH:19]=[CH:20][C:15]([CH2:14][NH:13][CH2:33][C:34]2[CH:39]=[CH:38][CH:37]=[CH:36][N:35]=2)=[CH:16][CH:17]=1)[CH:23]1[C:32]2[N:31]=[CH:30][CH:29]=[CH:28][C:27]=2[CH2:26][CH2:25][CH2:24]1)[C:41]1[CH:46]=[CH:45][CH:44]=[CH:43][CH:42]=1. The catalyst class is: 4. (7) Reactant: Cl[C:2]1[C:7]([Cl:8])=[CH:6][C:5]([N+:9]([O-:11])=[O:10])=[CH:4][N:3]=1.C(#N)C.C(N(CC)CC)C.[CH3:22][O:23][CH:24]1[CH2:29][CH2:28][NH:27][CH2:26][CH2:25]1. Product: [Cl:8][C:7]1[C:2]([N:27]2[CH2:28][CH2:29][CH:24]([O:23][CH3:22])[CH2:25][CH2:26]2)=[N:3][CH:4]=[C:5]([N+:9]([O-:11])=[O:10])[CH:6]=1. The catalyst class is: 6. (8) Reactant: [C:1]([O:5][C:6]([CH:8]1[CH2:13][CH2:12][N:11]([C:14]2[C:19]([C:20]#[N:21])=[CH:18][C:17]([C:22](F)=[O:23])=[C:16]([S:25][CH3:26])[N:15]=2)[CH2:10][CH2:9]1)=[O:7])([CH3:4])([CH3:3])[CH3:2].[CH2:27]([CH:30]([C:38]([O:40][C:41]([CH3:44])([CH3:43])[CH3:42])=[O:39])[C:31]([O:33][C:34]([CH3:37])([CH3:36])[CH3:35])=[O:32])[CH2:28][CH3:29].[O-]OOO[O-].[Na+].[Na+].C(O)(C(F)(F)F)=O. Product: [C:1]([O:5][C:6]([CH:8]1[CH2:13][CH2:12][N:11]([C:14]2[N:15]=[C:16]([S:25][CH3:26])[C:17]([C:22]([C:30]([CH2:27][CH2:28][CH3:29])([C:31]([O:33][C:34]([CH3:37])([CH3:36])[CH3:35])=[O:32])[C:38]([O:40][C:41]([CH3:44])([CH3:43])[CH3:42])=[O:39])=[O:23])=[CH:18][C:19]=2[C:20]#[N:21])[CH2:10][CH2:9]1)=[O:7])([CH3:4])([CH3:3])[CH3:2]. The catalyst class is: 1. (9) Reactant: [Br:1][C:2]1[CH:11]=[CH:10][C:9]([O:12][CH3:13])=[C:8]2[C:3]=1[CH:4]=[CH:5][C:6]([CH2:18]Br)=[C:7]2[C:14]([O:16][CH3:17])=[O:15].[Na+].[C:21]1([S:27]([O-:29])=[O:28])[CH:26]=[CH:25][CH:24]=[CH:23][CH:22]=1.C(=O)([O-])O.[Na+]. Product: [C:21]1([S:27]([CH2:18][C:6]2[CH:5]=[CH:4][C:3]3[C:8](=[C:9]([O:12][CH3:13])[CH:10]=[CH:11][C:2]=3[Br:1])[C:7]=2[C:14]([O:16][CH3:17])=[O:15])(=[O:29])=[O:28])[CH:26]=[CH:25][CH:24]=[CH:23][CH:22]=1. The catalyst class is: 287. (10) Reactant: [H-].[Na+].[NH:3]1[CH:7]=[N:6][C:5]([C:8]([O:10][CH3:11])=[O:9])=[N:4]1.[CH3:12]I.O. Product: [CH3:12][N:3]1[CH:7]=[N:6][C:5]([C:8]([O:10][CH3:11])=[O:9])=[N:4]1. The catalyst class is: 3.